Dataset: Full USPTO retrosynthesis dataset with 1.9M reactions from patents (1976-2016). Task: Predict the reactants needed to synthesize the given product. (1) Given the product [NH2:5][CH2:6][C:7]1[CH:12]=[CH:11][CH:10]=[CH:9][C:8]=1[C:13]1[C:14]([C:19]([OH:21])=[O:20])=[CH:15][CH:16]=[CH:17][CH:18]=1, predict the reactants needed to synthesize it. The reactants are: C1(=O)[N:5]([CH2:6][C:7]2[CH:12]=[CH:11][CH:10]=[CH:9][C:8]=2[C:13]2[C:14]([C:19]([OH:21])=[O:20])=[CH:15][CH:16]=[CH:17][CH:18]=2)C(=O)C2=CC=CC=C12.O.NN. (2) Given the product [CH:14]1([C:12](=[O:13])[CH:11]([N:8]2[CH2:9][CH2:10][CH:5]([SH:4])/[C:6](=[CH:24]/[C:25]3[O:26][CH:27]=[CH:28][CH:29]=3)/[CH2:7]2)[C:17]2[CH:22]=[CH:21][CH:20]=[CH:19][C:18]=2[F:23])[CH2:16][CH2:15]1, predict the reactants needed to synthesize it. The reactants are: C([S:4][CH:5]1[CH2:10][CH2:9][N:8]([CH:11]([C:17]2[CH:22]=[CH:21][CH:20]=[CH:19][C:18]=2[F:23])[C:12]([CH:14]2[CH2:16][CH2:15]2)=[O:13])[CH2:7]/[C:6]/1=[CH:24]\[C:25]1[O:26][CH:27]=[CH:28][CH:29]=1)(=O)C.C(=O)([O-])[O-].[K+].[K+].O. (3) The reactants are: [CH3:1][N:2]1[CH2:7][CH2:6][CH:5]([O:8][CH:9]([C:19]2[CH:24]=[CH:23][C:22]([N+:25]([O-])=O)=[CH:21][CH:20]=2)[C:10]2[NH:14][C:13]3[CH:15]=[CH:16][CH:17]=[CH:18][C:12]=3[N:11]=2)[CH2:4][CH2:3]1.[ClH:28]. Given the product [ClH:28].[NH:11]1[C:12]2[CH:18]=[CH:17][CH:16]=[CH:15][C:13]=2[N:14]=[C:10]1[CH:9]([O:8][CH:5]1[CH2:4][CH2:3][N:2]([CH3:1])[CH2:7][CH2:6]1)[C:19]1[CH:20]=[CH:21][C:22]([NH2:25])=[CH:23][CH:24]=1, predict the reactants needed to synthesize it. (4) Given the product [CH2:7]([N:14]1[CH:19]2[CH2:20][CH2:21][CH:15]1[CH2:16][NH:17][CH2:18]2)[C:8]1[CH:9]=[CH:10][CH:11]=[CH:12][CH:13]=1, predict the reactants needed to synthesize it. The reactants are: [H-].[Al+3].[Li+].[H-].[H-].[H-].[CH2:7]([N:14]1[C@@H:19]2[CH2:20][CH2:21][C@H:15]1[C:16](=O)[NH:17][CH2:18]2)[C:8]1[CH:13]=[CH:12][CH:11]=[CH:10][CH:9]=1. (5) Given the product [NH2:22][C:19]1[CH:18]=[CH:17][C:16]([N:13]2[C:14](=[O:15])[N:10]([CH2:9][CH2:8][CH2:7][CH:1]3[CH2:6][CH2:5][CH2:4][CH2:3][CH2:2]3)[N:11]=[N:12]2)=[CH:21][CH:20]=1, predict the reactants needed to synthesize it. The reactants are: [CH:1]1([CH2:7][CH2:8][CH2:9][N:10]2[C:14](=[O:15])[N:13]([C:16]3[CH:21]=[CH:20][C:19]([N+:22]([O-])=O)=[CH:18][CH:17]=3)[N:12]=[N:11]2)[CH2:6][CH2:5][CH2:4][CH2:3][CH2:2]1.C(O)C. (6) Given the product [Cl:30][C:31]1[CH:32]=[C:33]([N:16]2[C:17]([CH:19]([OH:21])[CH3:20])=[N:18][C:14]([CH2:13][N:11]3[C:10](=[O:22])[N:9]([CH2:23][C@H:24]([OH:29])[C:25]([F:26])([F:28])[F:27])[C:8]([C:5]4[CH:4]=[CH:3][C:2]([Cl:1])=[CH:7][CH:6]=4)=[N:12]3)=[N:15]2)[CH:34]=[C:35]([F:37])[CH:36]=1, predict the reactants needed to synthesize it. The reactants are: [Cl:1][C:2]1[CH:7]=[CH:6][C:5]([C:8]2[N:9]([CH2:23][C@H:24]([OH:29])[C:25]([F:28])([F:27])[F:26])[C:10](=[O:22])[N:11]([CH2:13][C:14]3[N:18]=[C:17]([CH:19]([OH:21])[CH3:20])[NH:16][N:15]=3)[N:12]=2)=[CH:4][CH:3]=1.[Cl:30][C:31]1[CH:32]=[C:33](B(O)O)[CH:34]=[C:35]([F:37])[CH:36]=1.B(O)O. (7) Given the product [NH:8]1[C:16]2[C:11](=[CH:12][C:13]([C:17]3[C:18]([C:35]([O:37][CH2:38][CH3:39])=[O:36])=[C:19]4[C:28]5[C:23](=[CH:24][C:25]([O:31][CH3:32])=[C:26]([O:29][CH3:30])[CH:27]=5)[CH2:22][CH2:21][N:20]4[C:33]=3[CH3:34])=[CH:14][CH:15]=2)[CH2:10][CH2:9]1, predict the reactants needed to synthesize it. The reactants are: C([N:8]1[C:16]2[C:11](=[CH:12][C:13]([C:17]3[C:18]([C:35]([O:37][CH2:38][CH3:39])=[O:36])=[C:19]4[C:28]5[C:23](=[CH:24][C:25]([O:31][CH3:32])=[C:26]([O:29][CH3:30])[CH:27]=5)[CH2:22][CH2:21][N:20]4[C:33]=3[CH3:34])=[CH:14][CH:15]=2)[CH2:10][CH2:9]1)C1C=CC=CC=1.[H][H]. (8) Given the product [CH3:24][S:25]([O:16][CH:13]1[CH2:14][CH2:15][CH:10]([O:9][C:6]2[N:7]=[CH:8][C:3]([CH2:1][CH3:2])=[CH:4][N:5]=2)[CH2:11][CH2:12]1)(=[O:27])=[O:26], predict the reactants needed to synthesize it. The reactants are: [CH2:1]([C:3]1[CH:4]=[N:5][C:6]([O:9][CH:10]2[CH2:15][CH2:14][CH:13]([OH:16])[CH2:12][CH2:11]2)=[N:7][CH:8]=1)[CH3:2].CCN(CC)CC.[CH3:24][S:25](Cl)(=[O:27])=[O:26].